This data is from Reaction yield outcomes from USPTO patents with 853,638 reactions. The task is: Predict the reaction yield, written as a fraction of the theoretical maximum amount of product (1.0 means a 100% yield; for example, 0.34 means a 34% yield). The yield is 0.760. The catalyst is CN(C=O)C.Cl[Pd](Cl)([P](C1C=CC=CC=1)(C1C=CC=CC=1)C1C=CC=CC=1)[P](C1C=CC=CC=1)(C1C=CC=CC=1)C1C=CC=CC=1.[Cu]I.O. The reactants are C(O)(=O)CCC#C.C([O-])([O-])=O.[K+].[K+].CI.I[C:17]1[CH:22]=[CH:21][C:20]([C:23](=[C:31]2[CH2:36][C:35]([CH3:38])([CH3:37])[CH2:34][C:33]([CH3:40])([CH3:39])[CH2:32]2)[C:24]2[CH:29]=[CH:28][C:27]([OH:30])=[CH:26][CH:25]=2)=[CH:19][CH:18]=1.C(N(CC)C(C)C)(C)C.[C:50]([O:56][CH3:57])(=[O:55])[CH2:51][CH2:52][C:53]#[CH:54].[NH4+].[Cl-]. The product is [OH:30][C:27]1[CH:26]=[CH:25][C:24]([C:23](=[C:31]2[CH2:32][C:33]([CH3:40])([CH3:39])[CH2:34][C:35]([CH3:38])([CH3:37])[CH2:36]2)[C:20]2[CH:19]=[CH:18][C:17]([C:54]#[C:53][CH2:52][CH2:51][C:50]([O:56][CH3:57])=[O:55])=[CH:22][CH:21]=2)=[CH:29][CH:28]=1.